This data is from Reaction yield outcomes from USPTO patents with 853,638 reactions. The task is: Predict the reaction yield, written as a fraction of the theoretical maximum amount of product (1.0 means a 100% yield; for example, 0.34 means a 34% yield). (1) The catalyst is [Cl-].[Na+].O.O. The yield is 0.870. The product is [CH2:6]([O:13][C:14](=[O:15])[NH:17][C@H:18]([C@@H:39]1[CH2:43][C@@H:42]([CH:44]([CH3:45])[CH3:46])[C:41](=[O:47])[O:40]1)[CH2:19][N:20]1[CH2:21][C:22](=[O:38])[N:23]([C:28]2[CH:33]=[CH:32][CH:31]=[CH:30][C:29]=2[O:34][CH2:35][O:36][CH3:37])[CH2:24][C:25]1([CH3:27])[CH3:26])[C:7]1[CH:12]=[CH:11][CH:10]=[CH:9][CH:8]=1. The reactants are C(=O)(O)[O-].[Na+].[CH2:6]([O:13][C:14](Cl)=[O:15])[C:7]1[CH:12]=[CH:11][CH:10]=[CH:9][CH:8]=1.[NH2:17][C@H:18]([C@@H:39]1[CH2:43][C@@H:42]([CH:44]([CH3:46])[CH3:45])[C:41](=[O:47])[O:40]1)[CH2:19][N:20]1[C:25]([CH3:27])([CH3:26])[CH2:24][N:23]([C:28]2[CH:33]=[CH:32][CH:31]=[CH:30][C:29]=2[O:34][CH2:35][O:36][CH3:37])[C:22](=[O:38])[CH2:21]1.C(OCC)(=O)C. (2) The reactants are [I-].[K+].P(=O)(O)(O)O.C[O:9][C:10]([C:12]1[CH:21]=[C:20]([OH:22])[C:19]2[C:14](=[C:15]([O:24]C)[CH:16]=[C:17]([Br:23])[CH:18]=2)[N:13]=1)=[O:11]. The catalyst is P(=O)(O)(O)O.O. The product is [OH:22][C:20]1[C:19]2[C:14](=[C:15]([OH:24])[CH:16]=[C:17]([Br:23])[CH:18]=2)[N:13]=[C:12]([C:10]([OH:11])=[O:9])[CH:21]=1. The yield is 0.790. (3) The reactants are [Cl-].O[NH3+:3].[C:4](=[O:7])([O-])[OH:5].[Na+].CS(C)=O.[CH3:13][N:14]([CH:49]1[CH2:54][CH2:53][O:52][CH2:51][CH2:50]1)[C@H:15]1[CH2:20][CH2:19][C@H:18]([N:21]2[C:26](=[O:27])[C:25]([CH2:28][C:29]3[CH:34]=[CH:33][C:32]([C:35]4[C:36]([C:41]#[N:42])=[CH:37][CH:38]=[CH:39][CH:40]=4)=[CH:31][CH:30]=3)=[C:24]([CH2:43][CH2:44][CH3:45])[N:23]3[N:46]=[CH:47][N:48]=[C:22]23)[CH2:17][CH2:16]1. The catalyst is O.C(OCC)(=O)C. The product is [CH3:13][N:14]([CH:49]1[CH2:50][CH2:51][O:52][CH2:53][CH2:54]1)[C@H:15]1[CH2:16][CH2:17][C@H:18]([N:21]2[C:26](=[O:27])[C:25]([CH2:28][C:29]3[CH:30]=[CH:31][C:32]([C:35]4[CH:40]=[CH:39][CH:38]=[CH:37][C:36]=4[C:41]4[NH:3][C:4](=[O:7])[O:5][N:42]=4)=[CH:33][CH:34]=3)=[C:24]([CH2:43][CH2:44][CH3:45])[N:23]3[N:46]=[CH:47][N:48]=[C:22]23)[CH2:19][CH2:20]1. The yield is 0.290. (4) The reactants are [CH2-:1][C:2]([CH3:4])=[O:3].[CH2-:5][C:6]([CH3:8])=[O:7].[C:9]([C:12]([C@H:14]([C@@H:16]([C@@H:18]([CH2:20][OH:21])[OH:19])[OH:17])[OH:15])=O)([OH:11])=[O:10].[Si](C=[N+]=[N-])(C)(C)C.C[CH2:30][O:31]CC. The catalyst is CO. The product is [CH2-:1][C:2]([CH3:4])=[O:3].[CH2-:5][C:6]([CH3:8])=[O:7].[C:9]([CH2:12][C:14]([C@H:16]([C@@H:18]([C@@H:20]([CH2:30][OH:31])[OH:21])[OH:19])[OH:17])=[O:15])([OH:11])=[O:10]. The yield is 1.00.